Task: Predict the reactants needed to synthesize the given product.. Dataset: Full USPTO retrosynthesis dataset with 1.9M reactions from patents (1976-2016) Given the product [NH2:29][C:30]1[CH:38]=[CH:37][C:33]([C:34]([NH:24][C:18]2[N:17]3[CH2:25][CH2:26][N:27]=[C:16]3[C:15]3[CH:14]=[CH:13][C:12]([O:11][CH2:10][CH2:9][CH2:8][N:5]4[CH2:6][CH2:7][S:2](=[O:1])(=[O:28])[CH2:3][CH2:4]4)=[C:21]([O:22][CH3:23])[C:20]=3[N:19]=2)=[O:35])=[CH:32][N:31]=1, predict the reactants needed to synthesize it. The reactants are: [O:1]=[S:2]1(=[O:28])[CH2:7][CH2:6][N:5]([CH2:8][CH2:9][CH2:10][O:11][C:12]2[CH:13]=[CH:14][C:15]3[C:16]4[N:17]([CH2:25][CH2:26][N:27]=4)[C:18]([NH2:24])=[N:19][C:20]=3[C:21]=2[O:22][CH3:23])[CH2:4][CH2:3]1.[NH2:29][C:30]1[CH:38]=[CH:37][C:33]([C:34](O)=[O:35])=[CH:32][N:31]=1.